From a dataset of Full USPTO retrosynthesis dataset with 1.9M reactions from patents (1976-2016). Predict the reactants needed to synthesize the given product. (1) Given the product [F:16][C:13]1[CH:14]=[CH:15][C:10]([S:7]([N:6]2[C:2]([C:22]3[CH:27]=[CH:26][CH:25]=[CH:24][CH:23]=3)=[C:3]([CH3:21])[C:4]([C:17]([O:19][CH3:20])=[O:18])=[CH:5]2)(=[O:9])=[O:8])=[CH:11][CH:12]=1, predict the reactants needed to synthesize it. The reactants are: Br[C:2]1[N:6]([S:7]([C:10]2[CH:15]=[CH:14][C:13]([F:16])=[CH:12][CH:11]=2)(=[O:9])=[O:8])[CH:5]=[C:4]([C:17]([O:19][CH3:20])=[O:18])[C:3]=1[CH3:21].[C:22]1(B(O)O)[CH:27]=[CH:26][CH:25]=[CH:24][CH:23]=1.C(=O)([O-])[O-].[Na+].[Na+].O. (2) Given the product [CH3:1][C@H:2]1[O:7][C@@H:6]([CH3:8])[CH2:5][N:4]([C:9]2[C:16]([F:17])=[C:15]([F:18])[C:14]([C:19]#[C:20][C:22]3[S:26][CH:25]=[N:24][CH:23]=3)=[CH:13][C:10]=2[CH:11]=[O:12])[CH2:3]1, predict the reactants needed to synthesize it. The reactants are: [CH3:1][C@H:2]1[O:7][C@@H:6]([CH3:8])[CH2:5][N:4]([C:9]2[C:16]([F:17])=[C:15]([F:18])[C:14]([C:19]#[CH:20])=[CH:13][C:10]=2[CH:11]=[O:12])[CH2:3]1.Br[C:22]1[S:26][CH:25]=[N:24][CH:23]=1. (3) The reactants are: [OH-].[K+].[CH3:3][O:4][C:5]1[CH:6]=[CH:7][C:8]2[N:9]([N:11]=[C:12]([C:24]3[CH:29]=[CH:28][CH:27]=[CH:26][CH:25]=3)[C:13]=2[CH2:14][C:15]2[O:19][C:18]([C:20]([O:22]C)=[O:21])=[CH:17][CH:16]=2)[CH:10]=1.Cl. Given the product [CH3:3][O:4][C:5]1[CH:6]=[CH:7][C:8]2[N:9]([N:11]=[C:12]([C:24]3[CH:29]=[CH:28][CH:27]=[CH:26][CH:25]=3)[C:13]=2[CH2:14][C:15]2[O:19][C:18]([C:20]([OH:22])=[O:21])=[CH:17][CH:16]=2)[CH:10]=1, predict the reactants needed to synthesize it. (4) Given the product [CH3:46][O:45][C:42]1[CH:43]=[CH:44][C:39]([C:30]([OH:29])([C:47]2[CH:52]=[CH:51][CH:50]=[CH:49][CH:48]=2)[C:31]2[CH:36]=[CH:35][C:34]([O:37][CH3:38])=[CH:33][CH:32]=2)=[CH:40][CH:41]=1, predict the reactants needed to synthesize it. The reactants are: [Na].C(NC1NC(=O)C2N=CN(C=2N=1)[C@@H]1O[C@H](C[O:29][C:30]([C:47]2[CH:52]=[CH:51][CH:50]=[CH:49][CH:48]=2)([C:39]2[CH:44]=[CH:43][C:42]([O:45][CH3:46])=[CH:41][CH:40]=2)[C:31]2[CH:36]=[CH:35][C:34]([O:37][CH3:38])=[CH:33][CH:32]=2)[C@@H](O)[C@H]1O[Si](C(C)(C)C)(C)C)(=O)C(C)C.P([O-])(OC1C=CC=CC=1)OC1C=CC=CC=1.C([O-])(O)=O.[Na+]. (5) Given the product [CH:3]([O:6][CH2:7][CH2:8][O:9][CH2:12][C:11]#[CH:10])([CH3:5])[CH3:4], predict the reactants needed to synthesize it. The reactants are: [H-].[Na+].[CH:3]([O:6][CH2:7][CH2:8][OH:9])([CH3:5])[CH3:4].[CH2:10](Br)[C:11]#[CH:12].